Dataset: Peptide-MHC class I binding affinity with 185,985 pairs from IEDB/IMGT. Task: Regression. Given a peptide amino acid sequence and an MHC pseudo amino acid sequence, predict their binding affinity value. This is MHC class I binding data. (1) The peptide sequence is LVIVSDGPPT. The MHC is HLA-A02:01 with pseudo-sequence HLA-A02:01. The binding affinity (normalized) is 0. (2) The peptide sequence is EYIDSAWEW. The MHC is HLA-A24:02 with pseudo-sequence HLA-A24:02. The binding affinity (normalized) is 0. (3) The MHC is HLA-A02:02 with pseudo-sequence HLA-A02:02. The peptide sequence is LDFVRFMGV. The binding affinity (normalized) is 0.167. (4) The peptide sequence is YMIGQTGIQR. The MHC is HLA-A33:01 with pseudo-sequence HLA-A33:01. The binding affinity (normalized) is 0.596.